Dataset: P-glycoprotein inhibition data for predicting drug efflux from Broccatelli et al.. Task: Regression/Classification. Given a drug SMILES string, predict its absorption, distribution, metabolism, or excretion properties. Task type varies by dataset: regression for continuous measurements (e.g., permeability, clearance, half-life) or binary classification for categorical outcomes (e.g., BBB penetration, CYP inhibition). Dataset: pgp_broccatelli. (1) The drug is ClC1C(Cl)C(Cl)C(Cl)C(Cl)C1Cl. The result is 0 (non-inhibitor). (2) The drug is CN(C)CCC=C1c2ccccc2CCc2ccccc21. The result is 1 (inhibitor). (3) The molecule is CCOC/C=C/c1ccc(-c2nc(-c3ccc(NC)cc3)c(-c3ccc(N(CC)CC)cc3)[nH]2)cc1. The result is 1 (inhibitor). (4) The drug is O=C1C=C2C=C[C@@H]3C[C@@]2(O1)[C@@H]1CCCCN31. The result is 0 (non-inhibitor). (5) The molecule is COc1cc2c(cc1OC)CN(CCc1cccc(NC(=O)c3ccccc3NC(=O)c3cnc(C)cn3)c1)CC2. The result is 1 (inhibitor). (6) The compound is Cc1nnc(NS(=O)(=O)c2ccc(N)cc2)s1. The result is 0 (non-inhibitor). (7) The compound is CCCCCc1ccc(C(=O)Nc2ccccc2C(=O)NCCN2CCc3cc(OC)c(OC)cc3C2)cc1. The result is 1 (inhibitor). (8) The compound is CC(C)(C)NC(=O)[C@@H]1CN(Cc2cccnc2)CCN1C[C@H](O)C[C@H](Cc1ccccc1)C(=O)N[C@@H]1c2ccccc2C[C@@H]1O. The result is 0 (non-inhibitor). (9) The result is 0 (non-inhibitor). The molecule is NC(=O)C(CCN1CCCCC1)(c1ccccc1)c1ccccc1. (10) The drug is CNC(=O)Oc1cccc2ccccc12. The result is 0 (non-inhibitor).